This data is from Full USPTO retrosynthesis dataset with 1.9M reactions from patents (1976-2016). The task is: Predict the reactants needed to synthesize the given product. (1) Given the product [F:22][C:23]1[CH:28]=[CH:27][C:26]([N:29]2[C:33]3[N:34]=[C:35]([CH:37]([CH3:38])[CH3:39])[S:36][C:32]=3[C:31]([CH2:40][N:14]3[CH2:15][C:12]4([CH2:16][C:9]([N:6]5[CH2:7][CH2:8][C:3]([CH3:2])([C:17]([OH:19])=[O:18])[CH2:4][CH2:5]5)=[N:10][O:11]4)[CH2:13]3)=[N:30]2)=[CH:25][CH:24]=1, predict the reactants needed to synthesize it. The reactants are: Cl.[CH3:2][C:3]1([C:17]([O:19]CC)=[O:18])[CH2:8][CH2:7][N:6]([C:9]2[CH2:16][C:12]3([CH2:15][NH:14][CH2:13]3)[O:11][N:10]=2)[CH2:5][CH2:4]1.[F:22][C:23]1[CH:28]=[CH:27][C:26]([N:29]2[C:33]3[N:34]=[C:35]([CH:37]([CH3:39])[CH3:38])[S:36][C:32]=3[C:31]([CH:40]=O)=[N:30]2)=[CH:25][CH:24]=1. (2) Given the product [NH:2]([C:6](=[O:7])[C:5]([NH:10][CH2:11][CH2:12][CH2:13][O:14][C:15]1[CH:20]=[CH:19][CH:18]=[CH:17][CH:16]=1)=[O:4])[NH2:3], predict the reactants needed to synthesize it. The reactants are: O.[NH2:2][NH2:3].[O:4]=[C:5]([NH:10][CH2:11][CH2:12][CH2:13][O:14][C:15]1[CH:20]=[CH:19][CH:18]=[CH:17][CH:16]=1)[C:6](OC)=[O:7]. (3) Given the product [CH2:18]([O:17][C:14]1[CH:13]=[CH:12][C:11]([C:9]([C:6]2[CH:7]=[CH:8][C:3]([O:2][CH3:1])=[CH:4][C:5]=2[OH:25])=[O:10])=[CH:16][CH:15]=1)[C:19]1[CH:24]=[CH:23][CH:22]=[CH:21][CH:20]=1, predict the reactants needed to synthesize it. The reactants are: [CH3:1][O:2][C:3]1[CH:8]=[CH:7][C:6]([C:9]([C:11]2[CH:16]=[CH:15][C:14]([O:17][CH2:18][C:19]3[CH:24]=[CH:23][CH:22]=[CH:21][CH:20]=3)=[CH:13][CH:12]=2)=[O:10])=[C:5]([O:25]COC)[CH:4]=1.Cl. (4) Given the product [F:17][C:14]1[CH:15]=[C:16]2[C:11]([C:10]([C:18]3[CH:40]=[CH:39][C:21]4[N:22]([CH:26]5[CH2:27][CH2:28][NH:29][CH2:30][CH2:31]5)[C:23](=[O:25])[O:24][C:20]=4[CH:19]=3)=[CH:9][NH:8]2)=[CH:12][CH:13]=1, predict the reactants needed to synthesize it. The reactants are: C(OC([N:8]1[C:16]2[C:11](=[CH:12][CH:13]=[C:14]([F:17])[CH:15]=2)[C:10]([C:18]2[CH:40]=[CH:39][C:21]3[N:22]([CH:26]4[CH2:31][CH2:30][N:29](C(OC(C)(C)C)=O)[CH2:28][CH2:27]4)[C:23](=[O:25])[O:24][C:20]=3[CH:19]=2)=[CH:9]1)=O)(C)(C)C.C(O)(C(F)(F)F)=O. (5) Given the product [ClH:34].[F:1][C:2]1[CH:7]=[C:6]([S:8]([CH3:11])(=[O:10])=[O:9])[C:5]([F:12])=[CH:4][C:3]=1[NH:13][C@H:14]1[CH2:19][CH2:18][CH2:17][N:16]([CH:20]2[CH2:21][CH2:22][NH:23][CH2:24][CH2:25]2)[C:15]1=[O:33], predict the reactants needed to synthesize it. The reactants are: [F:1][C:2]1[CH:7]=[C:6]([S:8]([CH3:11])(=[O:10])=[O:9])[C:5]([F:12])=[CH:4][C:3]=1[NH:13][C@H:14]1[CH2:19][CH2:18][CH2:17][N:16]([CH:20]2[CH2:25][CH2:24][N:23](C(OC(C)(C)C)=O)[CH2:22][CH2:21]2)[C:15]1=[O:33].[ClH:34].O1CCOCC1.